The task is: Regression. Given a peptide amino acid sequence and an MHC pseudo amino acid sequence, predict their binding affinity value. This is MHC class I binding data.. This data is from Peptide-MHC class I binding affinity with 185,985 pairs from IEDB/IMGT. The peptide sequence is LTHGADPNA. The MHC is HLA-A02:01 with pseudo-sequence HLA-A02:01. The binding affinity (normalized) is 0.